This data is from Full USPTO retrosynthesis dataset with 1.9M reactions from patents (1976-2016). The task is: Predict the reactants needed to synthesize the given product. Given the product [OH:10][C:8]1[CH:7]=[CH:6][C:4]2[N:5]=[C:1]([C:20]3[CH:21]=[C:22]([OH:23])[C:14]([OH:13])=[CH:15][CH:16]=3)[O:2][C:3]=2[CH:9]=1, predict the reactants needed to synthesize it. The reactants are: [CH3:1][O:2][C:3]1[CH:9]=[C:8]([O:10]C)[CH:7]=[CH:6][C:4]=1[NH2:5].C[O:13][C:14]1[CH:15]=[C:16]([CH:20]=[CH:21][C:22]=1[O:23]C)C(O)=O.